Task: Regression. Given two drug SMILES strings and cell line genomic features, predict the synergy score measuring deviation from expected non-interaction effect.. Dataset: NCI-60 drug combinations with 297,098 pairs across 59 cell lines (1) Drug 1: CN(C)C1=NC(=NC(=N1)N(C)C)N(C)C. Drug 2: C1C(C(OC1N2C=NC3=C(N=C(N=C32)Cl)N)CO)O. Cell line: TK-10. Synergy scores: CSS=-9.07, Synergy_ZIP=1.98, Synergy_Bliss=-2.98, Synergy_Loewe=-10.8, Synergy_HSA=-7.60. (2) Drug 1: C1CC(C1)(C(=O)O)C(=O)O.[NH2-].[NH2-].[Pt+2]. Drug 2: C1CN1C2=NC(=NC(=N2)N3CC3)N4CC4. Cell line: ACHN. Synergy scores: CSS=55.1, Synergy_ZIP=-0.506, Synergy_Bliss=3.05, Synergy_Loewe=-21.9, Synergy_HSA=3.46. (3) Drug 1: CC1=C2C(C(=O)C3(C(CC4C(C3C(C(C2(C)C)(CC1OC(=O)C(C(C5=CC=CC=C5)NC(=O)OC(C)(C)C)O)O)OC(=O)C6=CC=CC=C6)(CO4)OC(=O)C)OC)C)OC. Drug 2: CN1C(=O)N2C=NC(=C2N=N1)C(=O)N. Cell line: LOX IMVI. Synergy scores: CSS=32.2, Synergy_ZIP=-2.90, Synergy_Bliss=-5.33, Synergy_Loewe=-21.5, Synergy_HSA=-3.31. (4) Cell line: HCT116. Synergy scores: CSS=38.8, Synergy_ZIP=-2.64, Synergy_Bliss=-3.55, Synergy_Loewe=-2.12, Synergy_HSA=0.217. Drug 2: C1CCC(C(C1)[NH-])[NH-].C(=O)(C(=O)[O-])[O-].[Pt+4]. Drug 1: CS(=O)(=O)CCNCC1=CC=C(O1)C2=CC3=C(C=C2)N=CN=C3NC4=CC(=C(C=C4)OCC5=CC(=CC=C5)F)Cl. (5) Drug 1: CNC(=O)C1=CC=CC=C1SC2=CC3=C(C=C2)C(=NN3)C=CC4=CC=CC=N4. Drug 2: CC1=CC=C(C=C1)C2=CC(=NN2C3=CC=C(C=C3)S(=O)(=O)N)C(F)(F)F. Cell line: RPMI-8226. Synergy scores: CSS=-5.12, Synergy_ZIP=4.60, Synergy_Bliss=1.98, Synergy_Loewe=-3.31, Synergy_HSA=-3.25. (6) Drug 1: CN(CCCl)CCCl.Cl. Drug 2: C1CN(P(=O)(OC1)NCCCl)CCCl. Cell line: NCI-H460. Synergy scores: CSS=37.5, Synergy_ZIP=3.30, Synergy_Bliss=4.88, Synergy_Loewe=-20.9, Synergy_HSA=3.61. (7) Drug 1: C1=NNC2=C1C(=O)NC=N2. Drug 2: N.N.Cl[Pt+2]Cl. Cell line: SNB-19. Synergy scores: CSS=44.9, Synergy_ZIP=0.144, Synergy_Bliss=0.724, Synergy_Loewe=-14.9, Synergy_HSA=-0.947. (8) Drug 1: CCC(=C(C1=CC=CC=C1)C2=CC=C(C=C2)OCCN(C)C)C3=CC=CC=C3.C(C(=O)O)C(CC(=O)O)(C(=O)O)O. Drug 2: CC(C)CN1C=NC2=C1C3=CC=CC=C3N=C2N. Cell line: HOP-62. Synergy scores: CSS=6.68, Synergy_ZIP=1.38, Synergy_Bliss=3.34, Synergy_Loewe=4.61, Synergy_HSA=1.14. (9) Drug 1: CC1=C2C(C(=O)C3(C(CC4C(C3C(C(C2(C)C)(CC1OC(=O)C(C(C5=CC=CC=C5)NC(=O)C6=CC=CC=C6)O)O)OC(=O)C7=CC=CC=C7)(CO4)OC(=O)C)O)C)OC(=O)C. Drug 2: CC=C1C(=O)NC(C(=O)OC2CC(=O)NC(C(=O)NC(CSSCCC=C2)C(=O)N1)C(C)C)C(C)C. Cell line: MCF7. Synergy scores: CSS=25.3, Synergy_ZIP=-7.06, Synergy_Bliss=-6.11, Synergy_Loewe=-8.03, Synergy_HSA=-3.58. (10) Drug 1: CC12CCC(CC1=CCC3C2CCC4(C3CC=C4C5=CN=CC=C5)C)O. Drug 2: C1=CN(C=N1)CC(O)(P(=O)(O)O)P(=O)(O)O. Cell line: T-47D. Synergy scores: CSS=12.3, Synergy_ZIP=0.909, Synergy_Bliss=5.94, Synergy_Loewe=3.63, Synergy_HSA=5.88.